This data is from Full USPTO retrosynthesis dataset with 1.9M reactions from patents (1976-2016). The task is: Predict the reactants needed to synthesize the given product. (1) Given the product [OH:8][C@H:9]1[C:13]2([CH2:15][CH2:14]2)[C:12](=[O:16])[N:11]([C:17]2[CH:24]=[CH:23][C:20]([C:21]#[N:22])=[C:19]([C:25]([F:28])([F:26])[F:27])[CH:18]=2)[C@H:10]1[CH3:29], predict the reactants needed to synthesize it. The reactants are: [Si]([O:8][C@H:9]1[C:13]2([CH2:15][CH2:14]2)[C:12](=[O:16])[N:11]([C:17]2[CH:24]=[CH:23][C:20]([C:21]#[N:22])=[C:19]([C:25]([F:28])([F:27])[F:26])[CH:18]=2)[C@H:10]1[CH3:29])(C(C)(C)C)(C)C.CO.Cl.C(=O)([O-])O.[Na+]. (2) Given the product [C:26]([C:18]1[N:19]=[C:20]([CH2:24][CH3:25])[C:21]([O:1][CH:2]2[CH2:6][CH2:5][N:4]([C:7]([O:9][C:10]([CH3:13])([CH3:12])[CH3:11])=[O:8])[CH2:3]2)=[N:22][C:17]=1[Cl:16])(=[O:27])[NH2:28], predict the reactants needed to synthesize it. The reactants are: [OH:1][CH:2]1[CH2:6][CH2:5][N:4]([C:7]([O:9][C:10]([CH3:13])([CH3:12])[CH3:11])=[O:8])[CH2:3]1.[H-].[Na+].[Cl:16][C:17]1[C:18]([C:26]([NH2:28])=[O:27])=[N:19][C:20]([CH2:24][CH3:25])=[C:21](Cl)[N:22]=1.